Dataset: Reaction yield outcomes from USPTO patents with 853,638 reactions. Task: Predict the reaction yield, written as a fraction of the theoretical maximum amount of product (1.0 means a 100% yield; for example, 0.34 means a 34% yield). (1) The reactants are [CH3:1][C:2]1([C:7]2[O:11][N:10]=[C:9]([CH2:12][OH:13])[CH:8]=2)OCC[O:3]1.[OH-].[Na+]. The catalyst is CO. The product is [OH:13][CH2:12][C:9]1[CH:8]=[C:7]([C:2](=[O:3])[CH3:1])[O:11][N:10]=1. The yield is 0.920. (2) The reactants are [F:1][C:2]1([F:23])[C:7](=[O:8])[N:6]([CH3:9])[C:5]2[CH:10]=[CH:11][C:12]([N:14]3[CH2:18][C@H:17]([C:19](N)=[O:20])[O:16][C:15]3=[O:22])=[CH:13][C:4]=2[O:3]1.O(S(C(F)(F)F)(=O)=O)[Li].[CH3:33][O:34]C(=O)[C@@H]1OC1.C1N=CN(C(N2C=NC=C2)=O)C=1. The catalyst is C(#N)C.Cl. The product is [CH3:33][O:34][C:19]([C@@H:17]1[O:16][C:15](=[O:22])[N:14]([C:12]2[CH:11]=[CH:10][C:5]3[N:6]([CH3:9])[C:7](=[O:8])[C:2]([F:1])([F:23])[O:3][C:4]=3[CH:13]=2)[CH2:18]1)=[O:20]. The yield is 0.770. (3) The reactants are [NH2:1][NH2:2].Cl[C:4]1[CH:9]=[C:8]([O:10][CH2:11][CH2:12][O:13][CH3:14])[CH:7]=[CH:6][N:5]=1. The catalyst is N1C=CC=CC=1. The product is [NH:1]([C:4]1[CH:9]=[C:8]([O:10][CH2:11][CH2:12][O:13][CH3:14])[CH:7]=[CH:6][N:5]=1)[NH2:2]. The yield is 0.330.